The task is: Predict the product of the given reaction.. This data is from Forward reaction prediction with 1.9M reactions from USPTO patents (1976-2016). (1) Given the reactants O[N:2]=[CH:3][C:4]1([CH2:10][C:11]([O:13]CC)=[O:12])[CH2:9][CH2:8][CH2:7][CH2:6][CH2:5]1.C1CCC(CN)(CC(O)=O)CC1.Cl, predict the reaction product. The product is: [CH2:7]1[CH2:6][CH2:5][C:4]([CH2:3][NH2:2])([CH2:10][C:11]([OH:13])=[O:12])[CH2:9][CH2:8]1. (2) Given the reactants [NH2:1][C:2]1[N:10]=[C:9]2[C:5]([N:6]=[CH:7][N:8]2[C@@H:11]2[O:15][C@H:14]([CH2:16][O:17][P@:18]([O:28][C:29]3[CH:34]=[CH:33][CH:32]=[CH:31][C:30]=3[CH2:35][CH2:36][C:37]([O:39][CH2:40][CH3:41])=[O:38])([NH:20][C@@H:21]([CH3:27])[C:22]([O:24][CH2:25][CH3:26])=[O:23])=[O:19])[C@@H:13]([O:42]C(OCC3C=CC=CC=3)=O)[C@:12]2([F:54])[CH3:53])=[C:4]([NH:55]C(OCC2C=CC=CC=2)=O)[N:3]=1.[H][H], predict the reaction product. The product is: [NH2:1][C:2]1[N:10]=[C:9]2[C:5]([N:6]=[CH:7][N:8]2[C@@H:11]2[O:15][C@H:14]([CH2:16][O:17][P@:18]([O:28][C:29]3[CH:34]=[CH:33][CH:32]=[CH:31][C:30]=3[CH2:35][CH2:36][C:37]([O:39][CH2:40][CH3:41])=[O:38])([NH:20][C@@H:21]([CH3:27])[C:22]([O:24][CH2:25][CH3:26])=[O:23])=[O:19])[C@@H:13]([OH:42])[C@:12]2([F:54])[CH3:53])=[C:4]([NH2:55])[N:3]=1. (3) Given the reactants [CH3:1][O:2][C:3]1[CH:12]=[CH:11][C:6]2[NH:7][C:8](=[O:10])[S:9][C:5]=2[CH:4]=1.C([O-])([O-])=O.[K+].[K+].[CH2:19](Br)[C:20]1[CH:25]=[CH:24][CH:23]=[CH:22][CH:21]=1.O, predict the reaction product. The product is: [CH2:19]([N:7]1[C:6]2[CH:11]=[CH:12][C:3]([O:2][CH3:1])=[CH:4][C:5]=2[S:9][C:8]1=[O:10])[C:20]1[CH:25]=[CH:24][CH:23]=[CH:22][CH:21]=1. (4) Given the reactants [F:1][C:2]1[C:11]2[O:10][CH2:9][C@H:8]([NH:12][CH2:13][CH:14]([CH3:26])[CH2:15][C:16]3[C:24]4[C:19](=[CH:20][CH:21]=[C:22]([F:25])[CH:23]=4)[NH:18][CH:17]=3)[CH2:7][C:6]=2[C:5]([C:27]([NH2:29])=[O:28])=[CH:4][CH:3]=1.C(O)(=O)C.[CH:34]1([CH:37]=O)[CH2:36][CH2:35]1.C([BH3-])#N.[Na+], predict the reaction product. The product is: [CH:34]1([CH2:37][N:12]([CH2:13][CH:14]([CH3:26])[CH2:15][C:16]2[C:24]3[C:19](=[CH:20][CH:21]=[C:22]([F:25])[CH:23]=3)[NH:18][CH:17]=2)[C@@H:8]2[CH2:7][C:6]3[C:5]([C:27]([NH2:29])=[O:28])=[CH:4][CH:3]=[C:2]([F:1])[C:11]=3[O:10][CH2:9]2)[CH2:36][CH2:35]1. (5) Given the reactants [C:1]([O:5][C:6]([N:8]1[CH2:13][CH2:12][CH:11]([C:14]([N:16]2[CH2:22][CH2:21][CH2:20][NH:19][CH2:18][CH2:17]2)=[O:15])[CH2:10][CH2:9]1)=[O:7])([CH3:4])([CH3:3])[CH3:2].[C:23]1(=O)[CH2:26][CH2:25][CH2:24]1.C(O[BH-](OC(=O)C)OC(=O)C)(=O)C.[Na+], predict the reaction product. The product is: [CH:23]1([N:19]2[CH2:20][CH2:21][CH2:22][N:16]([C:14]([CH:11]3[CH2:10][CH2:9][N:8]([C:6]([O:5][C:1]([CH3:4])([CH3:2])[CH3:3])=[O:7])[CH2:13][CH2:12]3)=[O:15])[CH2:17][CH2:18]2)[CH2:26][CH2:25][CH2:24]1.